From a dataset of Forward reaction prediction with 1.9M reactions from USPTO patents (1976-2016). Predict the product of the given reaction. (1) Given the reactants C(OC(=O)[NH:7][C:8]1[CH:13]=[CH:12][C:11]([Cl:14])=[CH:10][C:9]=1[CH2:15][C:16](=O)[CH2:17][CH:18]([CH3:20])[CH3:19])(C)(C)C.FC(F)(F)C(O)=O.C(=O)([O-])O.[Na+], predict the reaction product. The product is: [Cl:14][C:11]1[CH:10]=[C:9]2[C:8](=[CH:13][CH:12]=1)[NH:7][C:16]([CH2:17][CH:18]([CH3:20])[CH3:19])=[CH:15]2. (2) Given the reactants [CH:1]1([CH2:4][O:5][C:6]2[C:11]([F:12])=[CH:10][C:9]([C:13]3[O:14][C:15]4[CH:20]=[C:19]([O:21][CH2:22][C@@H:23]([NH:25][C:26](=O)[O:27]C(C)(C)C)[CH3:24])[N:18]=[CH:17][C:16]=4[N:33]=3)=[CH:8][C:7]=2[F:34])[CH2:3][CH2:2]1.Cl.[C:36](OCC)(=O)C, predict the reaction product. The product is: [CH:1]1([CH2:4][O:5][C:6]2[C:7]([F:34])=[CH:8][C:9]([C:13]3[O:14][C:15]4[CH:20]=[C:19]([O:21][CH2:22][C@@H:23]([NH:25][C:26](=[O:27])[CH3:36])[CH3:24])[N:18]=[CH:17][C:16]=4[N:33]=3)=[CH:10][C:11]=2[F:12])[CH2:3][CH2:2]1. (3) Given the reactants [CH:1]1([N:4]([CH:21]2[CH2:26][CH2:25][NH:24][CH2:23][CH2:22]2)[C:5]([C:7]2[O:11][N:10]=[C:9]([C:12]3[CH:17]=[CH:16][C:15]([C:18]#[N:19])=[CH:14][C:13]=3[F:20])[CH:8]=2)=[O:6])[CH2:3][CH2:2]1.[CH3:27][C:28]1([CH3:31])[O:30][CH2:29]1, predict the reaction product. The product is: [CH:1]1([N:4]([CH:21]2[CH2:26][CH2:25][N:24]([CH2:27][C:28]([OH:30])([CH3:31])[CH3:29])[CH2:23][CH2:22]2)[C:5]([C:7]2[O:11][N:10]=[C:9]([C:12]3[CH:17]=[CH:16][C:15]([C:18]#[N:19])=[CH:14][C:13]=3[F:20])[CH:8]=2)=[O:6])[CH2:3][CH2:2]1. (4) Given the reactants [Br:1][C:2]1[CH:7]=[CH:6][CH:5]=[CH:4][C:3]=1[SH:8].[C:9]([O:13][C:14](=[O:35])[N:15]([C:17]1[CH:25]=[C:24]2[C:20]([CH:21]=[CH:22][N:23]2[CH2:26][C:27]2[CH:32]=[C:31]([F:33])[CH:30]=[C:29]([F:34])[CH:28]=2)=[CH:19][CH:18]=1)[CH3:16])([CH3:12])([CH3:11])[CH3:10].C(=O)([O-])O.[Na+], predict the reaction product. The product is: [C:9]([O:13][C:14](=[O:35])[N:15]([C:17]1[CH:25]=[C:24]2[C:20]([C:21]([S:8][C:3]3[CH:4]=[CH:5][CH:6]=[CH:7][C:2]=3[Br:1])=[CH:22][N:23]2[CH2:26][C:27]2[CH:32]=[C:31]([F:33])[CH:30]=[C:29]([F:34])[CH:28]=2)=[CH:19][CH:18]=1)[CH3:16])([CH3:12])([CH3:10])[CH3:11].